Dataset: Peptide-MHC class II binding affinity with 134,281 pairs from IEDB. Task: Regression. Given a peptide amino acid sequence and an MHC pseudo amino acid sequence, predict their binding affinity value. This is MHC class II binding data. (1) The peptide sequence is NVYQRGTHPFSRIRD. The MHC is HLA-DQA10303-DQB10402 with pseudo-sequence HLA-DQA10303-DQB10402. The binding affinity (normalized) is 0. (2) The peptide sequence is PIMRYSVERGSDKIC. The binding affinity (normalized) is 0.400. The MHC is DRB1_0101 with pseudo-sequence DRB1_0101. (3) The peptide sequence is LLSYVIGLLPQGSVI. The MHC is DRB4_0101 with pseudo-sequence DRB4_0103. The binding affinity (normalized) is 0.680. (4) The peptide sequence is GAMAKKGDEQKLRSA. The MHC is HLA-DPA10103-DPB10401 with pseudo-sequence HLA-DPA10103-DPB10401. The binding affinity (normalized) is 0. (5) The peptide sequence is YFRNEQSIPPLIKKY. The MHC is HLA-DPA10201-DPB10101 with pseudo-sequence HLA-DPA10201-DPB10101. The binding affinity (normalized) is 0.329.